Dataset: Peptide-MHC class II binding affinity with 134,281 pairs from IEDB. Task: Regression. Given a peptide amino acid sequence and an MHC pseudo amino acid sequence, predict their binding affinity value. This is MHC class II binding data. (1) The peptide sequence is EKKNFAATQFEPLAA. The MHC is HLA-DPA10103-DPB10601 with pseudo-sequence HLA-DPA10103-DPB10601. The binding affinity (normalized) is 0.984. (2) The peptide sequence is IDGNCDGRGKSTRST. The MHC is HLA-DQA10303-DQB10402 with pseudo-sequence HLA-DQA10303-DQB10402. The binding affinity (normalized) is 0.